This data is from Forward reaction prediction with 1.9M reactions from USPTO patents (1976-2016). The task is: Predict the product of the given reaction. (1) Given the reactants [Br:1][C:2]1[C:6]2[CH2:7][N:8]([C:11]([O:13][C:14]([CH3:17])([CH3:16])[CH3:15])=[O:12])[CH2:9][CH2:10][C:5]=2[NH:4][N:3]=1.FC(F)(F)S(O[CH2:24][C:25]([F:28])([F:27])[F:26])(=O)=O.C([O-])([O-])=O.[Cs+].[Cs+], predict the reaction product. The product is: [Br:1][C:2]1[C:6]2[CH2:7][N:8]([C:11]([O:13][C:14]([CH3:17])([CH3:16])[CH3:15])=[O:12])[CH2:9][CH2:10][C:5]=2[N:4]([CH2:24][C:25]([F:28])([F:27])[F:26])[N:3]=1. (2) Given the reactants [CH2:1]([C@@:4]1([CH3:31])[CH2:9][C@H:8]([C:10]2[CH:15]=[CH:14][CH:13]=[C:12]([Cl:16])[CH:11]=2)[C@@H:7]([C:17]2[CH:22]=[CH:21][C:20]([Cl:23])=[CH:19][CH:18]=2)[N:6]([CH:24]([CH2:28][CH3:29])[C:25]([OH:27])=O)[C:5]1=[O:30])[CH:2]=[CH2:3].CN(C(ON1N=NC2C=CC=NC1=2)=[N+](C)C)C.F[P-](F)(F)(F)(F)F.[C:56]([NH2:60])([CH3:59])([CH3:58])[CH3:57], predict the reaction product. The product is: [CH2:1]([C:4]1([CH3:31])[CH2:9][C@H:8]([C:10]2[CH:15]=[CH:14][CH:13]=[C:12]([Cl:16])[CH:11]=2)[C@@H:7]([C:17]2[CH:18]=[CH:19][C:20]([Cl:23])=[CH:21][CH:22]=2)[N:6]([CH:24]([CH2:28][CH3:29])[C:25]([NH:60][C:56]([CH3:59])([CH3:58])[CH3:57])=[O:27])[C:5]1=[O:30])[CH:2]=[CH2:3]. (3) Given the reactants COC(=O)[C:4]1[CH:9]=[CH:8][C:7]([CH2:10][N:11]2[CH2:16][CH2:15][N:14]([CH2:17][C:18]3[CH:23]=[CH:22][C:21]([C@@H:24]4[O:29][C:28]5[CH:30]=[CH:31][CH:32]=[CH:33][C:27]=5[O:26][CH2:25]4)=[CH:20][CH:19]=3)[CH2:13][CH2:12]2)=[CH:6][CH:5]=1.[OH:35][Li].O.[O:38]1[CH2:43]COCC1.O, predict the reaction product. The product is: [O:29]1[C:28]2[CH:30]=[CH:31][CH:32]=[CH:33][C:27]=2[O:26][CH2:25][C@@H:24]1[C:21]1[CH:20]=[CH:19][C:18]([CH2:17][N:14]2[CH2:13][CH2:12][N:11]([CH2:10][C:7]3[CH:8]=[C:9]([CH:4]=[CH:5][CH:6]=3)[C:43]([OH:38])=[O:35])[CH2:16][CH2:15]2)=[CH:23][CH:22]=1. (4) Given the reactants O.C1(C)C=CC(S(O)(=O)=O)=CC=1.[NH2:13][C:14]1[C:32]([F:33])=[CH:31][C:17]([C:18]([NH:20][CH:21]2[CH2:28][C@H:27]3[N:29]([CH3:30])[C@H:23]([CH2:24][CH2:25][CH2:26]3)[CH2:22]2)=[O:19])=[C:16]([F:34])[CH:15]=1.Cl[C:36]1[N:46]=[C:45]2[C:39]([N:40]([CH3:53])[C:41](=[O:52])[CH2:42][CH2:43][N:44]2[CH:47]2[CH2:51][CH2:50][CH2:49][CH2:48]2)=[CH:38][N:37]=1, predict the reaction product. The product is: [CH:47]1([N:44]2[CH2:43][CH2:42][C:41](=[O:52])[N:40]([CH3:53])[C:39]3[C:45]2=[N:46][C:36]([NH:13][C:14]2[C:32]([F:33])=[CH:31][C:17]([C:18]([NH:20][CH:21]4[CH2:28][C@H:27]5[N:29]([CH3:30])[C@H:23]([CH2:24][CH2:25][CH2:26]5)[CH2:22]4)=[O:19])=[C:16]([F:34])[CH:15]=2)=[N:37][CH:38]=3)[CH2:51][CH2:50][CH2:49][CH2:48]1. (5) The product is: [N+:1]([C:4]1[C:12]2[S:11][N:10]=[CH:9][C:8]=2[C:7]([NH:13][C:22]([NH:21][CH2:20][C:19]2[CH:18]=[CH:17][C:16]([C:15]([F:14])([F:27])[F:26])=[CH:25][CH:24]=2)=[O:23])=[CH:6][CH:5]=1)([O-:3])=[O:2]. Given the reactants [N+:1]([C:4]1[CH:5]=[CH:6][C:7]([NH2:13])=[C:8]2[C:12]=1[S:11][N:10]=[CH:9]2)([O-:3])=[O:2].[F:14][C:15]([F:27])([F:26])[C:16]1[CH:25]=[CH:24][C:19]([CH2:20][N:21]=[C:22]=[O:23])=[CH:18][CH:17]=1, predict the reaction product.